From a dataset of Catalyst prediction with 721,799 reactions and 888 catalyst types from USPTO. Predict which catalyst facilitates the given reaction. (1) Reactant: [C:1]([C:4]1[CH:5]=[C:6]([CH:36]=[CH:37][CH:38]=1)[CH2:7][S:8]([NH:11][C@@H:12]([C:16]([NH:18][C@H:19]([C:24]([NH:26][CH2:27][C:28]1[CH:33]=[CH:32][C:31]([C:34]#[N:35])=[CH:30][CH:29]=1)=[O:25])[CH2:20][CH:21]([CH3:23])[CH3:22])=[O:17])[CH:13]([CH3:15])[CH3:14])(=[O:10])=[O:9])([OH:3])=[O:2].C(N(CC)CC)C.Cl.[NH2:47][OH:48]. Product: [C:1]([C:4]1[CH:5]=[C:6]([CH:36]=[CH:37][CH:38]=1)[CH2:7][S:8]([NH:11][C@@H:12]([C:16]([NH:18][C@H:19]([C:24]([NH:26][CH2:27][C:28]1[CH:29]=[CH:30][C:31](/[C:34](/[NH2:35])=[N:47]/[OH:48])=[CH:32][CH:33]=1)=[O:25])[CH2:20][CH:21]([CH3:23])[CH3:22])=[O:17])[CH:13]([CH3:15])[CH3:14])(=[O:9])=[O:10])([OH:3])=[O:2]. The catalyst class is: 8. (2) Reactant: [H-].[Na+].[C:3]([O:10][CH3:11])(=[O:9])[CH2:4][C:5]([O:7][CH3:8])=[O:6].F[C:13]1[CH:18]=[CH:17][C:16]([F:19])=[CH:15][C:14]=1[N+:20]([O-:22])=[O:21].Cl. Product: [CH3:8][O:7][C:5](=[O:6])[CH:4]([C:13]1[CH:18]=[CH:17][C:16]([F:19])=[CH:15][C:14]=1[N+:20]([O-:22])=[O:21])[C:3]([O:10][CH3:11])=[O:9]. The catalyst class is: 197. (3) Reactant: Cl[C:2]1[CH:3]=[CH:4][C:5]2[N:6]([C:8]([CH3:11])=[N:9][N:10]=2)[N:7]=1.[CH3:12][NH:13][C@H:14]([C:16]1[CH:21]=[CH:20][CH:19]=[CH:18][CH:17]=1)[CH3:15]. Product: [CH3:12][N:13]([C@@H:14]([C:16]1[CH:21]=[CH:20][CH:19]=[CH:18][CH:17]=1)[CH3:15])[C:2]1[CH:3]=[CH:4][C:5]2[N:6]([C:8]([CH3:11])=[N:9][N:10]=2)[N:7]=1. The catalyst class is: 37. (4) Reactant: [H-].[Na+].[OH:3][CH2:4][C:5]1[CH:23]=[CH:22][C:8]([O:9][C:10]2[CH:11]=[C:12]([CH:15]=[C:16]([C:18]([F:21])([F:20])[F:19])[CH:17]=2)[C:13]#[N:14])=[C:7]([C:24]([F:27])([F:26])[F:25])[CH:6]=1.Cl[C:29]1[CH:30]=[C:31]2[N:38]([CH3:39])[CH2:37][CH2:36][N:32]2[C:33](=[O:35])[N:34]=1. Product: [CH3:39][N:38]1[C:31]2[N:32]([C:33](=[O:35])[N:34]=[C:29]([O:3][CH2:4][C:5]3[CH:23]=[CH:22][C:8]([O:9][C:10]4[CH:11]=[C:12]([CH:15]=[C:16]([C:18]([F:19])([F:20])[F:21])[CH:17]=4)[C:13]#[N:14])=[C:7]([C:24]([F:25])([F:26])[F:27])[CH:6]=3)[CH:30]=2)[CH2:36][CH2:37]1. The catalyst class is: 1. (5) Reactant: [C:1]1([CH3:14])[CH:6]=[CH:5][C:4]([C:7]23[CH2:12][CH:11]2[CH:10]([OH:13])[CH2:9][CH2:8]3)=[CH:3][CH:2]=1.N1C=CC=CC=1.CC(OI1(OC(C)=O)(OC(C)=O)OC(=O)C2C=CC=CC1=2)=O. The catalyst class is: 34. Product: [C:1]1([CH3:14])[CH:2]=[CH:3][C:4]([C:7]23[CH2:12][CH:11]2[C:10](=[O:13])[CH2:9][CH2:8]3)=[CH:5][CH:6]=1. (6) Reactant: Cl.[CH2:2]([O:4][C:5](=[O:9])[CH:6]([CH3:8])[NH2:7])[CH3:3].[CH:10](=O)[C:11]1[CH:16]=[CH:15][CH:14]=[CH:13][CH:12]=1.[BH-](OC(C)=O)(OC(C)=O)OC(C)=O.[Na+]. Product: [CH2:10]([NH:7][CH:6]([CH3:8])[C:5]([O:4][CH2:2][CH3:3])=[O:9])[C:11]1[CH:16]=[CH:15][CH:14]=[CH:13][CH:12]=1. The catalyst class is: 26. (7) Reactant: [OH:1][C@H:2]1[CH2:19][N:5]2[C:6](=[O:18])[CH2:7][CH2:8][N:9]([C:11]([O:13][C:14]([CH3:17])([CH3:16])[CH3:15])=[O:12])[CH2:10][C@H:4]2[CH2:3]1.C1(P(C2C=CC=CC=2)C2C=CC=CC=2)C=CC=CC=1.[N+:39]([C:42]1[CH:50]=[CH:49][C:45]([C:46](O)=[O:47])=[CH:44][CH:43]=1)([O-:41])=[O:40].N(C(OC(C)C)=O)=NC(OC(C)C)=O. Product: [N+:39]([C:42]1[CH:43]=[CH:44][C:45]([C:46]([O:1][C@@H:2]2[CH2:19][N:5]3[C:6](=[O:18])[CH2:7][CH2:8][N:9]([C:11]([O:13][C:14]([CH3:15])([CH3:16])[CH3:17])=[O:12])[CH2:10][C@H:4]3[CH2:3]2)=[O:47])=[CH:49][CH:50]=1)([O-:41])=[O:40]. The catalyst class is: 7.